This data is from B-cell epitopes from IEDB database with 3,159 antigens for binding position prediction. The task is: Token-level Classification. Given an antigen amino acid sequence, predict which amino acid positions are active epitope sites capable of antibody binding. Output is a list of indices for active positions. The epitope positions are: [73, 74, 75, 76, 77, 78, 79, 80, 81, 82]. The amino acids at these positions are: TYDCEPRCPY. Given the antigen sequence: WRCSLSLGNQQWMTTYNQEAKFSISIDQILEAHNQSPFCPRSPRYTLDFVNGYPKIYWPPPQGRRRFGARAMVTYDCEPRCPYVGADHFDCPHWDNASQADQGSFYVNHQILFLHLKQCHGIFTLTWEIWGYDPLITFSLHKIPDPPQPDFPQLNSDWVPSVRSWALLLNQTARAFPDCAICWEPSPPWAPEILVYNKTISGSGPGLALPDAQIFWVNTSLFNTTQGWHHPSQRLLFNVSQGNALLLPPISLVNLSTVSSAPPTRVRR, which amino acid positions are active epitope sites?